Dataset: Reaction yield outcomes from USPTO patents with 853,638 reactions. Task: Predict the reaction yield, written as a fraction of the theoretical maximum amount of product (1.0 means a 100% yield; for example, 0.34 means a 34% yield). (1) The reactants are OC[C@H:3]1[N:8]([C:9]([O:11][CH2:12]C2C=CC=CC=2)=[O:10])[CH2:7][C@H:6]([C:19]([O:21]C)=[O:20])[CH2:5][CH2:4]1.[Li+].[OH-]. The catalyst is O1CCCC1.O. The product is [O:10]=[C:9]1[N:8]2[CH2:7][C@H:6]([C:19]([OH:21])=[O:20])[CH2:5][CH2:4][C@H:3]2[CH2:12][O:11]1. The yield is 1.00. (2) The yield is 0.230. The product is [C:21]1([S:27][CH2:28][C:29]2[NH:30][C:16](=[O:18])[C:15]([O:14][CH:9]3[CH2:10][CH2:11][CH2:12][CH2:13][O:8]3)=[CH:3][N:31]=2)[CH:26]=[CH:25][CH:24]=[CH:23][CH:22]=1. The catalyst is C(OCC)C.CCO. The reactants are [H-].[Na+].[CH:3](OCC)=O.[O:8]1[CH2:13][CH2:12][CH2:11][CH2:10][CH:9]1[O:14][CH2:15][C:16]([O:18]CC)=O.[C:21]1([S:27][CH2:28][C:29](=[NH:31])[NH2:30])[CH:26]=[CH:25][CH:24]=[CH:23][CH:22]=1.[O-]CC.[Na+]. (3) The reactants are [Br:1][C:2]1[CH:3]=[C:4]2[C:10](I)=[CH:9][N:8]([S:12]([C:15]3[CH:20]=[CH:19][C:18]([CH3:21])=[CH:17][CH:16]=3)(=[O:14])=[O:13])[C:5]2=[N:6][CH:7]=1.[CH3:22][NH:23][C:24]([C:26]1[CH:31]=[CH:30][C:29](B(O)O)=[CH:28][CH:27]=1)=[O:25].C([O-])([O-])=O.[Na+].[Na+].O. The catalyst is CC#N.Cl[Pd](Cl)([P](C1C=CC=CC=1)(C1C=CC=CC=1)C1C=CC=CC=1)[P](C1C=CC=CC=1)(C1C=CC=CC=1)C1C=CC=CC=1. The product is [Br:1][C:2]1[CH:3]=[C:4]2[C:10]([C:29]3[CH:30]=[CH:31][C:26]([C:24]([NH:23][CH3:22])=[O:25])=[CH:27][CH:28]=3)=[CH:9][N:8]([S:12]([C:15]3[CH:20]=[CH:19][C:18]([CH3:21])=[CH:17][CH:16]=3)(=[O:14])=[O:13])[C:5]2=[N:6][CH:7]=1. The yield is 1.21. (4) The reactants are [OH-].[Na+].[CH:3]1[C:12]2[C:7](=[CH:8][CH:9]=[CH:10][CH:11]=2)[CH:6]=[CH:5][C:4]=1[S:13]([NH:16][CH:17]1[CH:22]2[CH:18]1[CH2:19][N:20]([C:23]1[N:28]=[CH:27][C:26]([C:29]([O:31]CC)=[O:30])=[CH:25][N:24]=1)[CH2:21]2)(=[O:15])=[O:14]. The catalyst is C1COCC1.CO. The product is [CH:3]1[C:12]2[C:7](=[CH:8][CH:9]=[CH:10][CH:11]=2)[CH:6]=[CH:5][C:4]=1[S:13]([NH:16][CH:17]1[CH:18]2[CH:22]1[CH2:21][N:20]([C:23]1[N:28]=[CH:27][C:26]([C:29]([OH:31])=[O:30])=[CH:25][N:24]=1)[CH2:19]2)(=[O:15])=[O:14]. The yield is 0.930. (5) The reactants are [Cl:1][C:2]1[CH:7]=[CH:6][C:5]([O:8][C:9]2[CH:14]=[CH:13][C:12]([CH2:15][S:16][C:17]3[NH:18][CH:19]=[C:20]([C:24](OCC)=[O:25])[C:21](=[O:23])[N:22]=3)=[CH:11][CH:10]=2)=[CH:4][C:3]=1[C:29]([F:32])([F:31])[F:30].B.CSC. The catalyst is C1COCC1. The product is [Cl:1][C:2]1[CH:7]=[CH:6][C:5]([O:8][C:9]2[CH:10]=[CH:11][C:12]([CH2:15][S:16][C:17]3[NH:18][CH:19]=[C:20]([CH2:24][OH:25])[C:21](=[O:23])[N:22]=3)=[CH:13][CH:14]=2)=[CH:4][C:3]=1[C:29]([F:30])([F:32])[F:31]. The yield is 0.427. (6) The reactants are [CH2:1]([NH:4][C:5]1[CH:9]=[C:8]([C:10]2[CH:15]=[CH:14][N:13]=[CH:12][CH:11]=2)[S:7][C:6]=1[C:16]([OH:18])=O)[CH2:2][CH3:3].[Cl-].[NH4+].C([N:23](CC)CC)C.ON1C2C=CC=CC=2N=N1.Cl.C(N=C=NCCCN(C)C)C.C(=O)([O-])O.[Na+]. The catalyst is O.CN(C=O)C. The product is [CH2:1]([NH:4][C:5]1[CH:9]=[C:8]([C:10]2[CH:15]=[CH:14][N:13]=[CH:12][CH:11]=2)[S:7][C:6]=1[C:16]([NH2:23])=[O:18])[CH2:2][CH3:3]. The yield is 0.790.